This data is from Forward reaction prediction with 1.9M reactions from USPTO patents (1976-2016). The task is: Predict the product of the given reaction. (1) Given the reactants [Br:1][C:2]1[CH:7]=[CH:6][C:5]([C:8]2[O:12][N:11]=[C:10]([CH3:13])[C:9]=2[CH2:14][C:15]([OH:17])=O)=[CH:4][CH:3]=1.[CH3:18][CH:19]([NH2:26])[C:20]1[CH:25]=[CH:24][CH:23]=[CH:22][CH:21]=1.Cl.CN(C)CCCN=C=NCC.ON1C2C=CC=CC=2N=N1.C(N(CC)CC)C, predict the reaction product. The product is: [Br:1][C:2]1[CH:3]=[CH:4][C:5]([C:8]2[O:12][N:11]=[C:10]([CH3:13])[C:9]=2[CH2:14][C:15]([NH:26][CH:19]([C:20]2[CH:25]=[CH:24][CH:23]=[CH:22][CH:21]=2)[CH3:18])=[O:17])=[CH:6][CH:7]=1. (2) Given the reactants Br[C:2]1[CH:7]=[CH:6][C:5]2[C:8]3([CH2:23][O:24][C:4]=2[CH:3]=1)[C:16]1[C:11](=[CH:12][CH:13]=[CH:14][CH:15]=1)[N:10]([CH2:17][CH2:18][CH2:19][CH2:20][CH3:21])[C:9]3=[O:22].[C:25](=[NH:38])([C:32]1[CH:37]=[CH:36][CH:35]=[CH:34][CH:33]=1)[C:26]1[CH:31]=[CH:30][CH:29]=[CH:28][CH:27]=1.CC(C)([O-])C.[Na+].C1(P(C2C=CC=CC=2)C2C=CC3C(=CC=CC=3)C=2C2C3C(=CC=CC=3)C=CC=2P(C2C=CC=CC=2)C2C=CC=CC=2)C=CC=CC=1, predict the reaction product. The product is: [C:26]1([C:25](=[N:38][C:2]2[CH:7]=[CH:6][C:5]3[C:8]4([CH2:23][O:24][C:4]=3[CH:3]=2)[C:16]2[C:11](=[CH:12][CH:13]=[CH:14][CH:15]=2)[N:10]([CH2:17][CH2:18][CH2:19][CH2:20][CH3:21])[C:9]4=[O:22])[C:32]2[CH:33]=[CH:34][CH:35]=[CH:36][CH:37]=2)[CH:31]=[CH:30][CH:29]=[CH:28][CH:27]=1. (3) The product is: [Cl:31][C:27]1[CH:26]=[C:25]2[C:16]3([CH2:20][CH2:19][N:18]([C:21]([O:23][CH3:24])=[O:22])[CH2:17]3)[CH2:15][N:14]([C:12](=[O:13])[NH:11][C:9]3[S:10][C:6]([S:5][CH2:4][CH2:3][CH2:2][NH:1][C:35]([CH:32]4[CH2:34][CH2:33]4)=[O:36])=[CH:7][N:8]=3)[C:30]2=[CH:29][CH:28]=1. Given the reactants [NH2:1][CH2:2][CH2:3][CH2:4][S:5][C:6]1[S:10][C:9]([NH:11][C:12]([N:14]2[C:30]3[C:25](=[CH:26][C:27]([Cl:31])=[CH:28][CH:29]=3)[C:16]3([CH2:20][CH2:19][N:18]([C:21]([O:23][CH3:24])=[O:22])[CH2:17]3)[CH2:15]2)=[O:13])=[N:8][CH:7]=1.[CH:32]1([C:35](Cl)=[O:36])[CH2:34][CH2:33]1, predict the reaction product. (4) Given the reactants [O:1]1CCCO[CH:2]1[CH2:7][CH2:8][CH2:9][C:10]1[N:11]([CH3:26])[C:12]([C:15]2[CH:16]=[C:17]3[C:22](=[CH:23][CH:24]=2)[N:21]=[C:20]([CH3:25])[CH:19]=[CH:18]3)=[N:13][N:14]=1.S(=O)(=O)(O)O.C(=O)(O)[O-].[Na+], predict the reaction product. The product is: [CH3:26][N:11]1[C:12]([C:15]2[CH:16]=[C:17]3[C:22](=[CH:23][CH:24]=2)[N:21]=[C:20]([CH3:25])[CH:19]=[CH:18]3)=[N:13][N:14]=[C:10]1[CH2:9][CH2:8][CH2:7][CH:2]=[O:1].